Dataset: Forward reaction prediction with 1.9M reactions from USPTO patents (1976-2016). Task: Predict the product of the given reaction. Given the reactants Cl[C:2]1[N:7]=[CH:6][N:5]=[C:4]([NH:8][C:9]2[CH:10]=[C:11]([CH2:15][S:16]([NH2:19])(=[O:18])=[O:17])[CH:12]=[CH:13][CH:14]=2)[N:3]=1.[CH3:20][O:21][C:22]1[CH:27]=[CH:26][CH:25]=[CH:24][C:23]=1B(O)O.[O-]P([O-])([O-])=O.[K+].[K+].[K+], predict the reaction product. The product is: [CH3:20][O:21][C:22]1[CH:27]=[CH:26][CH:25]=[CH:24][C:23]=1[C:2]1[N:7]=[CH:6][N:5]=[C:4]([NH:8][C:9]2[CH:10]=[C:11]([CH2:15][S:16]([NH2:19])(=[O:18])=[O:17])[CH:12]=[CH:13][CH:14]=2)[N:3]=1.